Task: Predict the product of the given reaction.. Dataset: Forward reaction prediction with 1.9M reactions from USPTO patents (1976-2016) (1) Given the reactants [NH2:1][C:2]1([CH2:7]O)[CH2:6][CH2:5][CH2:4][CH2:3]1.Cl.O=S(Cl)Cl.[CH3:14][C:15]1[CH:20]=[C:19]([N+:21]([O-:23])=[O:22])[CH:18]=[CH:17][C:16]=1[N:24]=[C:25]=[S:26].CN1CCOCC1, predict the reaction product. The product is: [CH3:14][C:15]1[CH:20]=[C:19]([N+:21]([O-:23])=[O:22])[CH:18]=[CH:17][C:16]=1[N:24]=[C:25]1[S:26][CH2:7][C:2]2([CH2:6][CH2:5][CH2:4][CH2:3]2)[NH:1]1. (2) Given the reactants [C:1]1(C)C=CC=CC=1.Cl[C:9]1[N:14]=[CH:13][N:12]=[C:11]([C:15]2[CH:20]=[CH:19][C:18]([C:21]([F:24])([F:23])[F:22])=[CH:17][C:16]=2[NH:25][CH2:26][CH:27]2[CH2:32][CH2:31][CH2:30][CH2:29][CH2:28]2)[CH:10]=1.N[C:34]1[CH:42]=[CH:41][CH:40]=[C:39]2[C:35]=1[CH2:36][CH:37]([OH:43])[CH2:38]2.CC(C)([O-])C.[Na+], predict the reaction product. The product is: [CH:27]1([CH2:26][NH:25][C:16]2[CH:17]=[C:18]([C:21]([F:22])([F:23])[F:24])[CH:19]=[CH:20][C:15]=2[C:11]2[N:12]=[CH:13][CH:1]=[C:9]([NH:14][C:34]3[CH:42]=[CH:41][CH:40]=[C:39]4[C:35]=3[CH2:36][CH:37]([OH:43])[CH2:38]4)[CH:10]=2)[CH2:28][CH2:29][CH2:30][CH2:31][CH2:32]1. (3) Given the reactants Br[CH2:2][C:3]1[CH:8]=[CH:7][C:6]([N+:9]([O-:11])=[O:10])=[CH:5][C:4]=1[CH2:12]Br.[CH3:14][Si:15]([CH3:31])([CH3:30])[CH2:16][CH2:17][O:18][CH2:19][N:20]1[C:24]2=[N:25][CH:26]=[CH:27][CH:28]=[C:23]2[CH2:22][C:21]1=O.C(=O)([O-])[O-].[Cs+].[Cs+].C(O)(=O)C, predict the reaction product. The product is: [N+:9]([C:6]1[CH:5]=[C:4]2[C:3](=[CH:8][CH:7]=1)[CH2:2][C:22]1([C:23]3[C:24](=[N:25][CH:26]=[CH:27][CH:28]=3)[N:20]([CH2:19][O:18][CH2:17][CH2:16][Si:15]([CH3:31])([CH3:30])[CH3:14])[CH2:21]1)[CH2:12]2)([O-:11])=[O:10]. (4) Given the reactants [CH2:1]([N:6]1[C:27]2[C:22](=[CH:23][CH:24]=[CH:25][CH:26]=2)[C:8]2([CH2:20][CH2:19][C:18](=O)[C:17]3[C:9]2=[CH:10][C:11]2[O:15][CH2:14][O:13][C:12]=2[CH:16]=3)[C:7]1=[O:28])[CH2:2][CH2:3][CH2:4][CH3:5].C(N1C2C(=CC=CC=2)C2(C3C(=CC4OCOC=4C=3)C(=O)C2)C1=O)CCCC, predict the reaction product. The product is: [CH2:1]([N:6]1[C:27]2[C:22](=[CH:23][CH:24]=[CH:25][CH:26]=2)[C:8]2([CH2:20][CH2:19][CH2:18][C:17]3[C:9]2=[CH:10][C:11]2[O:15][CH2:14][O:13][C:12]=2[CH:16]=3)[C:7]1=[O:28])[CH2:2][CH2:3][CH2:4][CH3:5].